This data is from Full USPTO retrosynthesis dataset with 1.9M reactions from patents (1976-2016). The task is: Predict the reactants needed to synthesize the given product. (1) The reactants are: C([O:3][C:4](=[O:39])[CH2:5][N:6]([S:27]([N:30]1[C:38]2[C:33](=[CH:34][CH:35]=[CH:36][CH:37]=2)[CH2:32][CH2:31]1)(=[O:29])=[O:28])[CH2:7][C:8]1[CH:13]=[CH:12][CH:11]=[C:10]([O:14][CH2:15][C:16]2[N:17]=[C:18]([C:22]3[S:23][CH:24]=[CH:25][CH:26]=3)[O:19][C:20]=2[CH3:21])[CH:9]=1)C.O.[OH-].[Li+]. Given the product [N:30]1([S:27]([N:6]([CH2:5][C:4]([OH:39])=[O:3])[CH2:7][C:8]2[CH:13]=[CH:12][CH:11]=[C:10]([O:14][CH2:15][C:16]3[N:17]=[C:18]([C:22]4[S:23][CH:24]=[CH:25][CH:26]=4)[O:19][C:20]=3[CH3:21])[CH:9]=2)(=[O:29])=[O:28])[C:38]2[C:33](=[CH:34][CH:35]=[CH:36][CH:37]=2)[CH2:32][CH2:31]1, predict the reactants needed to synthesize it. (2) The reactants are: C[O:2][C:3]([CH:5]1[CH2:14][CH2:13][C:12]2[C:7](=[C:8]([O:15]C)[CH:9]=[CH:10][CH:11]=2)[CH2:6]1)=[O:4].B(Br)(Br)Br. Given the product [OH:15][C:8]1[CH:9]=[CH:10][CH:11]=[C:12]2[C:7]=1[CH2:6][CH:5]([C:3]([OH:4])=[O:2])[CH2:14][CH2:13]2, predict the reactants needed to synthesize it. (3) Given the product [Cl:1][C:2]1[CH:3]=[CH:4][C:5]([C:39]([F:42])([F:40])[F:41])=[C:6]([C:8]2[CH:13]=[CH:12][N:11]([CH:14]([CH2:31][C:32]3[CH:33]=[N:34][CH:35]=[CH:36][CH:37]=3)[C:15]([NH:17][C:18]3[CH:19]=[CH:20][C:21]([C:22]([OH:24])=[O:23])=[CH:29][CH:30]=3)=[O:16])[C:10](=[O:38])[CH:9]=2)[CH:7]=1, predict the reactants needed to synthesize it. The reactants are: [Cl:1][C:2]1[CH:3]=[CH:4][C:5]([C:39]([F:42])([F:41])[F:40])=[C:6]([C:8]2[CH:13]=[CH:12][N:11]([CH:14]([CH2:31][C:32]3[CH:33]=[N:34][CH:35]=[CH:36][CH:37]=3)[C:15]([NH:17][C:18]3[CH:30]=[CH:29][C:21]([C:22]([O:24]C(C)(C)C)=[O:23])=[CH:20][CH:19]=3)=[O:16])[C:10](=[O:38])[CH:9]=2)[CH:7]=1.C(O)(C(F)(F)F)=O.